Dataset: Reaction yield outcomes from USPTO patents with 853,638 reactions. Task: Predict the reaction yield, written as a fraction of the theoretical maximum amount of product (1.0 means a 100% yield; for example, 0.34 means a 34% yield). (1) The reactants are [N:1]1[CH:6]=[CH:5][C:4]([CH2:7][C:8]([O:10][CH2:11][CH3:12])=[O:9])=[CH:3][CH:2]=1.[H-].[Na+].[CH3:15]I. The catalyst is C1COCC1. The product is [N:1]1[CH:6]=[CH:5][C:4]([CH:7]([CH3:15])[C:8]([O:10][CH2:11][CH3:12])=[O:9])=[CH:3][CH:2]=1. The yield is 0.507. (2) The reactants are [C-:1]#[N:2].[Na+].[NH2:4][C:5]1[CH:10]=[CH:9][C:8]([CH3:11])=[CH:7][CH:6]=1.[CH3:12][N:13]1[CH2:18][CH2:17][C:16](=O)[CH2:15][CH2:14]1.ClCCl. The catalyst is C(O)(=O)C.CC(C)=O. The product is [CH3:12][N:13]1[CH2:18][CH2:17][C:16]([NH:4][C:5]2[CH:10]=[CH:9][C:8]([CH3:11])=[CH:7][CH:6]=2)([C:1]#[N:2])[CH2:15][CH2:14]1. The yield is 0.630. (3) The reactants are [CH2:1]([S:3](Cl)(=[O:5])=[O:4])[CH3:2].C(OC([N:14]([C:22]1[C:27]([C:28]2[N:32]=[C:31]([CH3:33])[O:30][N:29]=2)=[N:26][C:25]([N:34]2[CH2:39][CH2:38][NH:37][CH2:36][CH2:35]2)=[CH:24][N:23]=1)C(=O)OC(C)(C)C)=O)(C)(C)C.C(N(CC)CC)C.Cl.O1CCOCC1. The catalyst is ClCCl. The product is [CH2:1]([S:3]([N:37]1[CH2:38][CH2:39][N:34]([C:25]2[N:26]=[C:27]([C:28]3[N:32]=[C:31]([CH3:33])[O:30][N:29]=3)[C:22]([NH2:14])=[N:23][CH:24]=2)[CH2:35][CH2:36]1)(=[O:5])=[O:4])[CH3:2]. The yield is 0.120. (4) The reactants are [Br:1][C:2]1C=CC(C#N)=[N:6][CH:7]=1.[CH3:10][Mg+].[Br-].Cl.[CH2:14]1[CH2:18][O:17][CH2:16][CH2:15]1. No catalyst specified. The product is [Br:1][C:2]1[CH:16]=[CH:15][C:14]([C:18](=[O:17])[CH3:10])=[N:6][CH:7]=1. The yield is 0.300. (5) The reactants are Cl.[CH2:2]([O:9][C:10]1[CH:11]=[C:12]([C:16]2([F:23])[CH2:21][CH2:20][NH:19][CH2:18][CH:17]2[CH3:22])[CH:13]=[CH:14][CH:15]=1)[C:3]1[CH:8]=[CH:7][CH:6]=[CH:5][CH:4]=1.[C:24]([O:28][CH3:29])(=[O:27])[CH:25]=[CH2:26]. No catalyst specified. The product is [CH2:2]([O:9][C:10]1[CH:11]=[C:12]([C:16]2([F:23])[CH2:21][CH2:20][N:19]([CH2:26][CH2:25][C:24]([O:28][CH3:29])=[O:27])[CH2:18][CH:17]2[CH3:22])[CH:13]=[CH:14][CH:15]=1)[C:3]1[CH:4]=[CH:5][CH:6]=[CH:7][CH:8]=1. The yield is 0.810. (6) The reactants are I[CH2:2][C@@H:3]([CH3:16])[CH2:4][N:5]1[C:14]2[C:9](=[CH:10][CH:11]=[CH:12][CH:13]=2)[CH2:8][CH2:7][C:6]1=[O:15].[CH2:17]([CH:22]1[CH2:28][CH:27]2[NH:29][CH:24]([CH2:25][CH2:26]2)[CH2:23]1)[CH2:18][CH2:19][CH2:20][CH3:21]. The catalyst is CC#N. The product is [CH3:16][C@H:3]([CH2:2][N:29]1[CH:24]2[CH2:25][CH2:26][CH:27]1[CH2:28][CH:22]([CH2:17][CH2:18][CH2:19][CH2:20][CH3:21])[CH2:23]2)[CH2:4][N:5]1[C:14]2[C:9](=[CH:10][CH:11]=[CH:12][CH:13]=2)[CH2:8][CH2:7][C:6]1=[O:15]. The yield is 0.350.